This data is from Forward reaction prediction with 1.9M reactions from USPTO patents (1976-2016). The task is: Predict the product of the given reaction. (1) Given the reactants [CH2:1]([O:3][C:4]1[CH:9]=[CH:8][C:7]([C:10]2[CH:15]=[CH:14][CH:13]=[C:12]([F:16])[C:11]=2[F:17])=[C:6]([F:18])[C:5]=1[F:19])[CH3:2].C([Li])(CC)C.Cl.[C:26](OCC)(=[O:28])C, predict the reaction product. The product is: [CH2:1]([O:3][C:4]1[CH:9]=[CH:8][C:7]([C:10]2[CH:15]=[CH:14][C:13]([CH:26]=[O:28])=[C:12]([F:16])[C:11]=2[F:17])=[C:6]([F:18])[C:5]=1[F:19])[CH3:2]. (2) Given the reactants [NH2:1][C:2]1[CH:10]=[CH:9][C:5]2[N:6]=[CH:7][NH:8][C:4]=2[CH:3]=1.[F:11][C:12]([F:25])([O:16][C:17]1[CH:24]=[CH:23][C:20]([CH:21]=O)=[CH:19][CH:18]=1)[CH:13]([F:15])[F:14].[Si](C#N)(C)(C)C.[N:32]1([C:37](N2C=CN=C2)=[O:38])C=CN=[CH:33]1, predict the reaction product. The product is: [F:11][C:12]([F:25])([O:16][C:17]1[CH:24]=[CH:23][C:20]([CH:21]2[N:1]([C:2]3[CH:10]=[CH:9][C:5]4[NH:6][CH:7]=[N:8][C:4]=4[CH:3]=3)[C:37](=[O:38])[NH:32][CH2:33]2)=[CH:19][CH:18]=1)[CH:13]([F:15])[F:14].